From a dataset of CYP3A4 inhibition data for predicting drug metabolism from PubChem BioAssay. Regression/Classification. Given a drug SMILES string, predict its absorption, distribution, metabolism, or excretion properties. Task type varies by dataset: regression for continuous measurements (e.g., permeability, clearance, half-life) or binary classification for categorical outcomes (e.g., BBB penetration, CYP inhibition). Dataset: cyp3a4_veith. (1) The drug is c1cc(C2N3CCCN2CC3)ccn1. The result is 0 (non-inhibitor). (2) The compound is CN1CCC(=NNC(=O)CSCc2ccccc2)CC1. The result is 1 (inhibitor). (3) The compound is C[C@H](N)[C@@H](O)c1ccccc1. The result is 0 (non-inhibitor). (4) The drug is CC1CN(C(=O)CN2C(=O)NC3(CCCCCC3)C2=O)CC(C)O1. The result is 0 (non-inhibitor). (5) The molecule is COc1cccc(C(=O)Nc2cc(C(F)(F)F)ccc2Cl)c1. The result is 1 (inhibitor). (6) The result is 0 (non-inhibitor). The compound is Cc1[nH]n(-c2ccccc2)c(=S)c1C=Nc1cccc([N+](=O)[O-])c1. (7) The drug is Clc1ccc(C(c2ccc(Cl)cc2)n2cc[n+](C[C@@H](OCc3ccc(Cl)cc3Cl)c3ccc(Cl)cc3Cl)c2)cc1. The result is 1 (inhibitor). (8) The molecule is COc1ccc(CNc2ncnc3ccc(-c4cccc(NS(C)(=O)=O)c4)cc23)c(OC)c1. The result is 1 (inhibitor). (9) The drug is O=C(c1ccccc1)c1c[nH]c(C(=O)NCCCn2ccnc2)c1. The result is 1 (inhibitor). (10) The compound is C=CC[C@@H](C(=O)O)c1ccccc1. The result is 0 (non-inhibitor).